Dataset: Retrosynthesis with 50K atom-mapped reactions and 10 reaction types from USPTO. Task: Predict the reactants needed to synthesize the given product. (1) Given the product Brc1ccc(N2CCNCC2)nc1, predict the reactants needed to synthesize it. The reactants are: Brc1ccc(Br)nc1.C1CNCCN1. (2) Given the product CN(C)C=C(C#N)C=O, predict the reactants needed to synthesize it. The reactants are: CN(C)C=CC#N.CN(C)C=O.O=P(Cl)(Cl)Cl. (3) The reactants are: CC(C)(C)[SiH2]OC(C)(C)c1cc(N)nc(Cl)c1.N#Cc1cnc(Cl)s1. Given the product CC(C)(C)[SiH2]OC(C)(C)c1cc(Cl)nc(Nc2ncc(C#N)s2)c1, predict the reactants needed to synthesize it. (4) The reactants are: COC(=O)C(Cc1ccccc1)CS(=O)(=O)N1CCN(Cc2ccccc2)CC1. Given the product COC(=O)C(Cc1ccccc1)CS(=O)(=O)N1CCNCC1, predict the reactants needed to synthesize it. (5) Given the product COc1ccc(C(=O)Nc2ccccc2NC(=O)c2ccc(SC)cc2)cc1, predict the reactants needed to synthesize it. The reactants are: COc1ccc(C(=O)Nc2ccccc2N)cc1.CSc1ccc(C(=O)O)cc1.